Binary Classification. Given a miRNA mature sequence and a target amino acid sequence, predict their likelihood of interaction. From a dataset of Experimentally validated miRNA-target interactions with 360,000+ pairs, plus equal number of negative samples. (1) The miRNA is hsa-miR-7160-3p with sequence CAGGGCCCUGGCUUUAGCAGA. The protein sequence of the target gene is MADGPRCKRRKQANPRRNNVTNYNTVVEANSDSDDEDKLHIVEEESVTDAADCEGGVPDDELPTDQTVLPGGSDRAGSAKNCWQDDVKDDECDSDAENEQNHDPNVEEFLQQQDTAVIYPEAPEEDQRQGTPEASGHDDNGTPDAFSQLLTCPYCDRGYKRFTSLKEHIKYRHEKNEDNFSCSLCSYTFAYRTQLERHMTSHKSGREQRHVTQSGGNRKFKCTECGKAFKYKHHLKEHLRIHSGEKPYECPNCKKRFSHSGSYSSHISSKKCISLMPVNGRPRSGLKTSQCSSPSLSTSP.... Result: 0 (no interaction). (2) The miRNA is hsa-miR-3190-5p with sequence UCUGGCCAGCUACGUCCCCA. The protein sequence of the target gene is MFVLSIALLSCTTLCAATTEWWGDLRAHLNPARQAPFYDVTYDEKVNVCPQGLHADAIPEYVYFGTMLATMTVDEHDQCLQKCAEKPRCKAVNFFHPFAYQEKGFCELLTEGQLDNPSLMRPFRKATYYEKIRCRELDDVEDVEEAAPIGSEITEKLPEDMAREKKLDMSKLMKKLSAKVKEFNGGAGGFRAAR. Result: 0 (no interaction). (3) The miRNA is hsa-miR-106a-3p with sequence CUGCAAUGUAAGCACUUCUUAC. The protein sequence of the target gene is MPKPPDYSELSDSLTLAVGTGRFSGPLHRAWRMMNFRQRMGWIGVGLYLLASAAAFYYVFEISETYNRLALEHIQQHPEEPLEGTTWTHSLKAQLLSLPFWVWTVIFLVPYLQMFLFLYSCTRADPKTVGYCIIPICLAVICNRHQAFVKASNQISRLQLIDT. Result: 1 (interaction). (4) Result: 1 (interaction). The protein sequence of the target gene is MEAGPSGAAAGAYLPPLQQVFQAPRRPGIGTVGKPIKLLANYFEVDIPKIDVYHYEVDIKPDKCPRRVNREVVEYMVQHFKPQIFGDRKPVYDGKKNIYTVTALPIGNERVDFEVTIPGEGKDRIFKVSIKWLAIVSWRMLHEALVSGQIPVPLESVQALDVAMRHLASMRYTPVGRSFFSPPEGYYHPLGGGREVWFGFHQSVRPAMWKMMLNIDVSATAFYKAQPVIEFMCEVLDIRNIDEQPKPLTDSQRVRFTKEIKGLKVEVTHCGQMKRKYRVCNVTRRPASHQTFPLQLESGQ.... The miRNA is hsa-miR-892b with sequence CACUGGCUCCUUUCUGGGUAGA. (5) The miRNA is hsa-miR-652-3p with sequence AAUGGCGCCACUAGGGUUGUG. The protein sequence of the target gene is MALVPGRSKEDGLWTRNSPGSSQHPESPRLPNPLWDRGKIGKVEGHQHIQVSTSSACVWQLAYPPVWPNLPAVPIQDFSQKSHLPSIVVESSEVNEESGDLHLPHEELLLLTDGEEEDAEAFFQDQSEEPGWAWSPQDPRSPLRTFNAGLSWGQDQDEEDACWILEDTACLEATNHCPFWDSTGSRVCRSGFVEYSHLLPPNSFEGAEEEAVQTPAGVESGAASEAPGGRGCDRPRADHAAPPQEAGVQCTCQHYTVREEAQKTPPADPACPEREDSHGSGSPFKASQD. Result: 1 (interaction). (6) The miRNA is hsa-miR-760 with sequence CGGCUCUGGGUCUGUGGGGA. Result: 0 (no interaction). The protein sequence of the target gene is MSTRESFNPETYELDKSFRLTRFTELKGTGCKVPQDVLQKLLESLQENHFQEDEQFLGAVMPRLGIGMDTCVIPLRHGGLSLVQTTDYIYPIVDDPYMMGRIACANVLSDLYAMGVTECDNMLMLLGVSNKMTDRERDKVIPLIIQGFKDAAEEAGTSVTGGQTVLNPWIVLGGVATTVCQPNEFIMPDNAVPGDVLVLTKPLGTQVAVAVHQWLDIPEKWNKIKLVVTQEDVELAYQEAMMNMARLNRTAAGLMHTFNAHAATDITGFGILGHAQNLAKQQRNEVSFVIHNLPVLAKMA.... (7) The miRNA is hsa-miR-661 with sequence UGCCUGGGUCUCUGGCCUGCGCGU. The protein sequence of the target gene is MLCRLGGRWLRPLPALQLWARDLPLAPVPTSGAKRPTLPVWAVAPVSAVHANGWYEALAASSPVRVAEEVLLGVHAATGLPWWGSILLSTVALRGAVTLPLAAYQHYILAKVENLQPEIKTIARHLNQEVAVRANQLGWSKRDARLTYLKNMRRLISELYVRDNCHPFKATVLVWIQLPMWIFMSFALRNLSTGAAHSEGFSVQEQLATGGILWFPDLTAPDSTWILPISVGVINLLIVEICALQKIGMSRFQTYITYFVRAMSVLMIPIAATVPSSIVLYWLCSSFVGLSQNLLLRSPG.... Result: 1 (interaction).